From a dataset of Catalyst prediction with 721,799 reactions and 888 catalyst types from USPTO. Predict which catalyst facilitates the given reaction. (1) Reactant: O.[O-2].[O-2].[O-2].O=[Si]=O.O=[Si]=O.O=[Si]=O.O=[Si]=O.[Al+3].[Al+3].[CH:19]([O:24][CH3:25])([O:22][CH3:23])OC.O=[C:27]1C[CH2:30][CH:29]([CH2:32][C:33]([O:35][CH3:36])=[O:34])[CH2:28]1. Product: [CH3:25][O:24][C:19]1([O:22][CH3:23])[CH2:27][CH2:28][CH:29]([CH2:32][C:33]([O:35][CH3:36])=[O:34])[CH2:30]1. The catalyst class is: 605. (2) Reactant: CS(O[CH2:6][CH2:7][C:8]1[C:16]2[C:15]([NH:17][C@@H:18]3[CH2:23][CH2:22][CH2:21][N:20]([C:24]([O:26][C:27]([CH3:30])([CH3:29])[CH3:28])=[O:25])[CH2:19]3)=[N:14][CH:13]=[N:12][C:11]=2[NH:10][CH:9]=1)(=O)=O.[CH3:31][N:32](C=O)C.[C-]#N.[Na+]. Product: [C:31]([CH2:6][CH2:7][C:8]1[C:16]2[C:15]([NH:17][C@@H:18]3[CH2:23][CH2:22][CH2:21][N:20]([C:24]([O:26][C:27]([CH3:30])([CH3:29])[CH3:28])=[O:25])[CH2:19]3)=[N:14][CH:13]=[N:12][C:11]=2[NH:10][CH:9]=1)#[N:32]. The catalyst class is: 69. (3) Reactant: I[C:2]1[C:10]2[C:9]([NH2:11])=[N:8][CH:7]=[N:6][C:5]=2[N:4]([CH:12]([CH3:14])[CH3:13])[CH:3]=1.[CH3:15][NH:16][C:17]([NH:19][C:20]1[S:21][C:22]2[CH:28]=[C:27](B3OC(C)(C)C(C)(C)O3)[CH:26]=[CH:25][C:23]=2[N:24]=1)=[O:18].C([O-])([O-])=O.[Na+].[Na+]. Product: [NH2:11][C:9]1[C:10]2[C:2]([C:27]3[CH:26]=[CH:25][C:23]4[N:24]=[C:20]([NH:19][C:17]([NH:16][CH3:15])=[O:18])[S:21][C:22]=4[CH:28]=3)=[CH:3][N:4]([CH:12]([CH3:14])[CH3:13])[C:5]=2[N:6]=[CH:7][N:8]=1. The catalyst class is: 104. (4) Reactant: [CH:1]([N:4]1[CH2:9][CH2:8][CH:7]([O:10][C:11]2[CH:16]=[CH:15][C:14]([N+:17]([O-])=O)=[CH:13][C:12]=2OC)[CH2:6][CH2:5]1)([CH3:3])[CH3:2].[H][H]. Product: [CH:1]([N:4]1[CH2:9][CH2:8][CH:7]([O:10][C:11]2[CH:12]=[CH:13][C:14]([NH2:17])=[CH:15][CH:16]=2)[CH2:6][CH2:5]1)([CH3:3])[CH3:2]. The catalyst class is: 105. (5) Reactant: [C:1]1([C@H:11]([NH:13][CH2:14][CH:15]2[CH:20]([C:21]3[CH:26]=[CH:25][CH:24]=[CH:23][CH:22]=3)[CH2:19][CH2:18][N:17](C(=O)C(F)(F)F)[CH2:16]2)[CH3:12])[C:10]2[C:5](=[CH:6][CH:7]=[CH:8][CH:9]=2)[CH:4]=[CH:3][CH:2]=1.[C:44]([O:43][C:41](O[C:41]([O:43][C:44]([CH3:47])([CH3:46])[CH3:45])=[O:42])=[O:42])([CH3:47])([CH3:46])[CH3:45].CO.[OH-].[Na+]. Product: [C:44]([O:43][C:41](=[O:42])[N:13]([C@@H:11]([C:1]1[C:10]2[C:5](=[CH:6][CH:7]=[CH:8][CH:9]=2)[CH:4]=[CH:3][CH:2]=1)[CH3:12])[CH2:14][CH:15]1[CH:20]([C:21]2[CH:26]=[CH:25][CH:24]=[CH:23][CH:22]=2)[CH2:19][CH2:18][NH:17][CH2:16]1)([CH3:45])([CH3:46])[CH3:47]. The catalyst class is: 531.